From a dataset of Full USPTO retrosynthesis dataset with 1.9M reactions from patents (1976-2016). Predict the reactants needed to synthesize the given product. (1) Given the product [CH2:1]([C:8]1[O:12][N:11]=[C:10]([C:13]([NH:31][CH2:30][CH2:29][C:23]2[C:22]3[C:26](=[CH:27][CH:28]=[C:20]([Cl:19])[CH:21]=3)[NH:25][CH:24]=2)=[O:15])[N:9]=1)[C:2]1[CH:3]=[CH:4][CH:5]=[CH:6][CH:7]=1, predict the reactants needed to synthesize it. The reactants are: [CH2:1]([C:8]1[O:12][N:11]=[C:10]([C:13]([O:15]CC)=O)[N:9]=1)[C:2]1[CH:7]=[CH:6][CH:5]=[CH:4][CH:3]=1.Cl.[Cl:19][C:20]1[CH:21]=[C:22]2[C:26](=[CH:27][CH:28]=1)[NH:25][CH:24]=[C:23]2[CH2:29][CH2:30][NH2:31].C(N(CC)C(C)C)(C)C. (2) Given the product [Br:35][C:31]1[CH:30]=[C:29]2[C:34](=[CH:33][CH:32]=1)[CH:26]([CH:6]([CH2:5][SH:4])[C:7]([NH:9][C@H:10]([C:11]([OH:13])=[O:12])[CH2:15][C:16]1[CH:25]=[CH:24][C:23]3[C:18](=[CH:19][CH:20]=[CH:21][CH:22]=3)[N:17]=1)=[O:8])[CH2:27][CH2:28]2, predict the reactants needed to synthesize it. The reactants are: C([S:4][CH2:5][CH:6]([CH:26]1[C:34]2[C:29](=[CH:30][C:31]([Br:35])=[CH:32][CH:33]=2)[CH2:28][CH2:27]1)[C:7]([NH:9][CH:10]([CH2:15][C:16]1[CH:25]=[CH:24][C:23]2[C:18](=[CH:19][CH:20]=[CH:21][CH:22]=2)[N:17]=1)[C:11]([O:13]C)=[O:12])=[O:8])(=O)C.[OH-].[Na+].Cl. (3) Given the product [CH2:1]([O:3][C:4]([N:6]1[CH2:7][CH2:8][C:9](=[O:12])[C:10](=[CH:15][N:16]([CH3:18])[CH3:17])[CH2:11]1)=[O:5])[CH3:2], predict the reactants needed to synthesize it. The reactants are: [CH2:1]([O:3][C:4]([N:6]1[CH2:11][CH2:10][C:9](=[O:12])[CH2:8][CH2:7]1)=[O:5])[CH3:2].CO[CH:15](OC)[N:16]([CH3:18])[CH3:17].